Dataset: Forward reaction prediction with 1.9M reactions from USPTO patents (1976-2016). Task: Predict the product of the given reaction. (1) Given the reactants [H-].[Na+].[C:3]([O:11][C:12]([CH3:15])([CH3:14])[CH3:13])(=[O:10])[CH2:4][C:5]([O:7][CH2:8][CH3:9])=[O:6].[CH2:16]([O:23][C:24]1[CH:29]=[C:28](F)[CH:27]=[CH:26][C:25]=1[N+:31]([O-:33])=[O:32])[C:17]1[CH:22]=[CH:21][CH:20]=[CH:19][CH:18]=1, predict the reaction product. The product is: [CH2:8]([O:7][C:5](=[O:6])[CH:4]([C:28]1[CH:27]=[CH:26][C:25]([N+:31]([O-:33])=[O:32])=[C:24]([O:23][CH2:16][C:17]2[CH:22]=[CH:21][CH:20]=[CH:19][CH:18]=2)[CH:29]=1)[C:3]([O:11][C:12]([CH3:14])([CH3:13])[CH3:15])=[O:10])[CH3:9]. (2) The product is: [CH2:16]([N:9]1[C:10]2=[N:11][CH:12]=[CH:13][CH:14]=[C:15]2[C:7]([C:5]2[CH:4]=[CH:3][N:31]=[C:29]([NH:28][C:24]3[CH:23]=[C:22]([CH:27]=[CH:26][CH:25]=3)[C:20]#[N:21])[N:30]=2)=[CH:8]1)[CH3:17]. Given the reactants CN(C)/[CH:3]=[CH:4]/[C:5]([C:7]1[C:15]2[C:10](=[N:11][CH:12]=[CH:13][CH:14]=2)[N:9]([CH2:16][CH3:17])[CH:8]=1)=O.Cl.[C:20]([C:22]1[CH:23]=[C:24]([NH:28][C:29]([NH2:31])=[NH:30])[CH:25]=[CH:26][CH:27]=1)#[N:21], predict the reaction product. (3) Given the reactants [Cl:1][C:2]1[CH:3]=[C:4]([CH:29]=[CH:30][C:31]=1[Cl:32])[C:5]([NH:7][C:8]1[CH:28]=[CH:27][C:11]([CH2:12][C:13]2[N:18]3[CH:19]=[CH:20][N:21]=[C:17]3[C:16]([CH2:22][C:23]([O:25]C)=[O:24])=[CH:15][N:14]=2)=[CH:10][CH:9]=1)=[O:6].[OH-].[Na+], predict the reaction product. The product is: [Cl:1][C:2]1[CH:3]=[C:4]([CH:29]=[CH:30][C:31]=1[Cl:32])[C:5]([NH:7][C:8]1[CH:28]=[CH:27][C:11]([CH2:12][C:13]2[N:18]3[CH:19]=[CH:20][N:21]=[C:17]3[C:16]([CH2:22][C:23]([OH:25])=[O:24])=[CH:15][N:14]=2)=[CH:10][CH:9]=1)=[O:6]. (4) Given the reactants [Si:1](Cl)([C:4]([CH3:7])([CH3:6])[CH3:5])([CH3:3])[CH3:2].[OH:9][C:10]1[CH:15]=[C:14]([O:16][CH3:17])[CH:13]=[CH:12][C:11]=1[C:18](=[O:23])[C:19]([O:21][CH3:22])=[O:20].N1C=CN=C1.CN(C1C=CC=CN=1)C, predict the reaction product. The product is: [Si:1]([O:9][C:10]1[CH:15]=[C:14]([O:16][CH3:17])[CH:13]=[CH:12][C:11]=1[C:18](=[O:23])[C:19]([O:21][CH3:22])=[O:20])([C:4]([CH3:7])([CH3:6])[CH3:5])([CH3:3])[CH3:2]. (5) Given the reactants [CH3:1][O:2][C:3]([C:5]1[CH:9]=[C:8]([Br:10])[N:7]([CH:11]([CH3:13])[CH3:12])[C:6]=1[CH:14]([C:16]1[CH:21]=[CH:20][C:19]([Cl:22])=[CH:18][N:17]=1)O)=[O:4].[Cl:23][C:24]1[CH:25]=[C:26]([CH:28]=[CH:29][C:30]=1[F:31])[NH2:27].C(OC(C1C=CN(C(C)C)C=1C(C1C=CC(Cl)=CC=1)O)=O)C.NC1C(=O)N(C)C=C(Cl)C=1, predict the reaction product. The product is: [CH3:1][O:2][C:3]([C:5]1[CH:9]=[C:8]([Br:10])[N:7]([CH:11]([CH3:13])[CH3:12])[C:6]=1[CH:14]([NH:27][C:26]1[CH:28]=[CH:29][C:30]([F:31])=[C:24]([Cl:23])[CH:25]=1)[C:16]1[CH:21]=[CH:20][C:19]([Cl:22])=[CH:18][N:17]=1)=[O:4].